From a dataset of Drug-target binding data from BindingDB using Ki measurements. Regression. Given a target protein amino acid sequence and a drug SMILES string, predict the binding affinity score between them. We predict pKi (pKi = -log10(Ki in M); higher means stronger inhibition). Dataset: bindingdb_ki. The drug is CC(C)[C@H](NC(=O)CCN(C)C)c1cccc(F)c1N1CCN(C(=O)[C@H](C)Cc2ccc(Cl)cc2)CC1. The target protein (P33033) has sequence MNSSCCLSSVSPMLPNLSEHPAAPPASNRSGSGFCEQVFIKPEVFLALGIVSLMENILVILAVVRNGNLHSPMYFFLCSLAAADMLVSLSNSLETIMIAVINSDSLTLEDQFIQHMDNIFDSMICISLVASICNLLAIAIDRYVTIFYALRYHSIMTVRKALTLIGVIWVCCGICGVMFIIYSESKMVIVCLITMFFAMVLLMGTLYIHMFLFARLHVQRIAVLPPAGVVAPQQHSCMKGAVTITILLGVFIFCWAPFFLHLVLIITCPTNPYCICYTAHFNTYLVLIMCNSVIDPLIYAFRSLELRNTFKEILCGCNSMNLG. The pKi is 6.7.